This data is from Reaction yield outcomes from USPTO patents with 853,638 reactions. The task is: Predict the reaction yield, written as a fraction of the theoretical maximum amount of product (1.0 means a 100% yield; for example, 0.34 means a 34% yield). (1) The reactants are [N:1]1[C:10]2[CH:9]([NH:11][CH2:12][CH2:13][CH2:14][CH2:15][NH2:16])[CH2:8][CH2:7][CH2:6][C:5]=2[CH:4]=[CH:3][CH:2]=1.C(N(CC)CC)C.[CH3:24][C:25]([O:28][C:29](ON=C(C1C=CC=CC=1)C#N)=[O:30])([CH3:27])[CH3:26]. The catalyst is O1CCCC1. The product is [C:25]([O:28][C:29](=[O:30])[NH:16][CH2:15][CH2:14][CH2:13][CH2:12][NH:11][CH:9]1[C:10]2[N:1]=[CH:2][CH:3]=[CH:4][C:5]=2[CH2:6][CH2:7][CH2:8]1)([CH3:27])([CH3:26])[CH3:24]. The yield is 0.800. (2) The reactants are [Cl:1][C:2]1[CH:3]=[CH:4][C:5]2[S:9][CH:8]=[CH:7][C:6]=2[CH:10]=1.C([O-])(=O)C.[Na+].[Br:16]Br.S(=O)(=O)(O)[O-].[Na+]. The catalyst is ClCCl. The product is [Br:16][C:7]1[C:6]2[CH:10]=[C:2]([Cl:1])[CH:3]=[CH:4][C:5]=2[S:9][CH:8]=1. The yield is 0.850. (3) The reactants are [F:1][C:2]1[S:6][C:5]([C:7]23[CH2:15][N:14]([C:16]4[N:21]=[CH:20][CH:19]=[CH:18][N:17]=4)[CH2:13][CH:12]2[CH2:11][S:10][C:9]([NH:22]C(=O)C2C=CC=CC=2)=[N:8]3)=[CH:4][CH:3]=1.N1C=CC=CC=1.Cl.CON. The catalyst is C(O)C.C(OCC)(=O)C. The product is [F:1][C:2]1[S:6][C:5]([C:7]23[CH2:15][N:14]([C:16]4[N:17]=[CH:18][CH:19]=[CH:20][N:21]=4)[CH2:13][CH:12]2[CH2:11][S:10][C:9]([NH2:22])=[N:8]3)=[CH:4][CH:3]=1. The yield is 0.850. (4) The product is [OH:1][CH2:2][CH:3]=[C:4]1[CH2:9][CH2:8][CH:7]([N:10]2[C:15](=[O:16])[C:14]([CH2:17][C:18]3[CH:23]=[CH:22][C:21]([C:24]4[CH:29]=[CH:28][CH:27]=[CH:26][C:25]=4[C:30]4[NH:53][C:64](=[O:67])[O:65][N:31]=4)=[CH:20][CH:19]=3)=[C:13]([CH2:32][CH2:33][CH3:34])[N:12]3[N:35]=[CH:36][N:37]=[C:11]23)[CH2:6][CH2:5]1. The catalyst is C(OCC)(=O)C.CS(C)=O.O1CCCC1. The yield is 0.140. The reactants are [OH:1][CH2:2][CH:3]=[C:4]1[CH2:9][CH2:8][CH:7]([N:10]2[C:15](=[O:16])[C:14]([CH2:17][C:18]3[CH:23]=[CH:22][C:21]([C:24]4[C:25]([C:30]#[N:31])=[CH:26][CH:27]=[CH:28][CH:29]=4)=[CH:20][CH:19]=3)=[C:13]([CH2:32][CH2:33][CH3:34])[N:12]3[N:35]=[CH:36][N:37]=[C:11]23)[CH2:6][CH2:5]1.FC(F)(F)S(O[Si](C(C)(C)C)(C)C)(=O)=O.[N:53]1C(C)=CC=CC=1C.[Cl-].O[NH3+].[C:64](=[O:67])([O-])[OH:65].[Na+]. (5) The reactants are C([O:9][C:10]1[C:11]([CH3:17])=[N:12][N:13]([CH3:16])[C:14]=1[CH3:15])(=O)C1C=CC=CC=1.[OH-].[Na+]. The catalyst is C(O)C. The product is [CH3:16][N:13]1[C:14]([CH3:15])=[C:10]([OH:9])[C:11]([CH3:17])=[N:12]1. The yield is 0.780. (6) The product is [NH2:8][C:7]1[CH:6]=[CH:5][C:4]([N:11]2[CH2:16][CH2:15][N:14]([CH2:17][CH2:18][OH:35])[CH2:13][CH2:12]2)=[CH:3][C:2]=1[F:1]. The yield is 0.250. The reactants are [F:1][C:2]1[CH:3]=[C:4]([N:11]2[CH2:16][CH2:15][N:14]([CH:17](O)[CH3:18])[CH2:13][CH2:12]2)[CH:5]=[CH:6][C:7]=1[N+:8]([O-])=O.FC1C=CC([N+]([O-])=O)=C(N2CCN(CC[OH:35])CC2)C=1. The catalyst is CO.[Pd]. (7) The reactants are [NH2:1][C:2]1[CH:7]=[CH:6][C:5]([NH:8][C:9]([N:11]2[CH2:16][CH2:15][N:14]([C:17]3[C:26]4[C:21](=[CH:22][C:23]([O:29][CH3:30])=[C:24]([O:27][CH3:28])[CH:25]=4)[N:20]=[CH:19][N:18]=3)[CH2:13][CH2:12]2)=[O:10])=[CH:4][CH:3]=1.[C:31](OC(=O)C)(=[O:33])[CH3:32].C(N(CC)CC)C.CO. The catalyst is ClCCl. The product is [C:31]([NH:1][C:2]1[CH:7]=[CH:6][C:5]([NH:8][C:9]([N:11]2[CH2:12][CH2:13][N:14]([C:17]3[C:26]4[C:21](=[CH:22][C:23]([O:29][CH3:30])=[C:24]([O:27][CH3:28])[CH:25]=4)[N:20]=[CH:19][N:18]=3)[CH2:15][CH2:16]2)=[O:10])=[CH:4][CH:3]=1)(=[O:33])[CH3:32]. The yield is 0.340.